This data is from CYP2D6 inhibition data for predicting drug metabolism from PubChem BioAssay. The task is: Regression/Classification. Given a drug SMILES string, predict its absorption, distribution, metabolism, or excretion properties. Task type varies by dataset: regression for continuous measurements (e.g., permeability, clearance, half-life) or binary classification for categorical outcomes (e.g., BBB penetration, CYP inhibition). Dataset: cyp2d6_veith. (1) The molecule is CC(=O)c1ccc2c(c1)N(CCCN1CCC(CCO)CC1)c1ccccc1S2. The result is 1 (inhibitor). (2) The compound is Cc1nc(Sc2ccccc2)c(C#N)cc1-c1ccccc1. The result is 0 (non-inhibitor). (3) The drug is COc1ccccc1OC(C)c1nnc(SCC(=O)Nc2c(C)n(C)n(-c3ccccc3)c2=O)n1-c1ccccc1. The result is 0 (non-inhibitor).